Dataset: Catalyst prediction with 721,799 reactions and 888 catalyst types from USPTO. Task: Predict which catalyst facilitates the given reaction. (1) Reactant: [CH3:1][C:2]1[N:6]([CH2:7][C:8]2[CH:13]=[CH:12][CH:11]=[C:10]([N:14]3[CH2:19][CH2:18][CH:17]([S:20]([CH3:23])(=[O:22])=[O:21])[CH2:16][CH2:15]3)[CH:9]=2)[N:5]=[C:4]([C:24]2[O:28][N:27]=[C:26]([C:29]3[CH:34]=[CH:33][C:32]([O:35][C:36]([F:39])([F:38])[F:37])=[CH:31][CH:30]=3)[N:25]=2)[N:3]=1.[ClH:40]. Product: [Cl-:40].[CH3:1][C:2]1[N:6]([CH2:7][C:8]2[CH:9]=[C:10]([NH+:14]3[CH2:19][CH2:18][CH:17]([S:20]([CH3:23])(=[O:21])=[O:22])[CH2:16][CH2:15]3)[CH:11]=[CH:12][CH:13]=2)[N:5]=[C:4]([C:24]2[O:28][N:27]=[C:26]([C:29]3[CH:30]=[CH:31][C:32]([O:35][C:36]([F:38])([F:37])[F:39])=[CH:33][CH:34]=3)[N:25]=2)[N:3]=1. The catalyst class is: 2. (2) Reactant: [NH:1]1[CH:5]=[C:4]([C:6]([OH:8])=O)[N:3]=[N:2]1.CCN(C(C)C)C(C)C.CN(C(ON1N=NC2C=CC=NC1=2)=[N+](C)C)C.F[P-](F)(F)(F)(F)F.[C:42]([O:45][CH2:46][O:47][C:48](=[O:69])[C@@:49]([CH2:67][OH:68])([CH3:66])[CH2:50][C@H:51]([NH2:65])[CH2:52][C:53]1[CH:58]=[CH:57][C:56]([C:59]2[CH:64]=[CH:63][CH:62]=[CH:61][CH:60]=2)=[CH:55][CH:54]=1)(=[O:44])[CH3:43]. Product: [C:42]([O:45][CH2:46][O:47][C:48](=[O:69])[C@@:49]([CH2:67][OH:68])([CH3:66])[CH2:50][C@H:51]([NH:65][C:6]([C:4]1[NH:3][N:2]=[N:1][CH:5]=1)=[O:8])[CH2:52][C:53]1[CH:54]=[CH:55][C:56]([C:59]2[CH:64]=[CH:63][CH:62]=[CH:61][CH:60]=2)=[CH:57][CH:58]=1)(=[O:44])[CH3:43]. The catalyst class is: 3. (3) Reactant: [C:1]([O:5][C:6](=[O:38])[C@@H:7]([NH:24][S:25]([C:28]1[C:37]2[C:32](=[CH:33][CH:34]=[CH:35][CH:36]=2)[CH:31]=[CH:30][CH:29]=1)(=[O:27])=[O:26])[CH2:8][NH:9][C:10](=[O:23])[C:11]1[CH:16]=[CH:15][C:14]([CH2:17][CH2:18][C:19]([O:21]C)=O)=[CH:13][CH:12]=1)([CH3:4])([CH3:3])[CH3:2].[NH2:39][C:40]1[NH:41][CH2:42][CH2:43][CH2:44][N:45]=1. Product: [C:1]([O:5][C:6](=[O:38])[C@@H:7]([NH:24][S:25]([C:28]1[C:37]2[C:32](=[CH:33][CH:34]=[CH:35][CH:36]=2)[CH:31]=[CH:30][CH:29]=1)(=[O:27])=[O:26])[CH2:8][NH:9][C:10](=[O:23])[C:11]1[CH:16]=[CH:15][C:14]([CH2:17][CH2:18][C:19](=[O:21])[NH:39][C:40]2[NH:45][CH2:44][CH2:43][CH2:42][N:41]=2)=[CH:13][CH:12]=1)([CH3:4])([CH3:2])[CH3:3]. The catalyst class is: 9. (4) Reactant: C[O:2][C:3]1[CH:8]=[C:7]([N:9]2[CH:13]=[CH:12][CH:11]=[N:10]2)[CH:6]=[CH:5][C:4]=1[C:14]1[S:18][C:17]([N:19]([CH3:30])[CH:20]2[CH2:25][C:24]([CH3:27])([CH3:26])[NH:23][C:22]([CH3:29])([CH3:28])[CH2:21]2)=[N:16][N:15]=1.B(Br)(Br)Br. Product: [CH3:30][N:19]([CH:20]1[CH2:25][C:24]([CH3:27])([CH3:26])[NH:23][C:22]([CH3:29])([CH3:28])[CH2:21]1)[C:17]1[S:18][C:14]([C:4]2[CH:5]=[CH:6][C:7]([N:9]3[CH:13]=[CH:12][CH:11]=[N:10]3)=[CH:8][C:3]=2[OH:2])=[N:15][N:16]=1. The catalyst class is: 2. (5) Reactant: [Br:1][C:2]1[CH:3]=[C:4]([NH:8][C:9]([NH2:11])=[S:10])[CH:5]=[CH:6][CH:7]=1.BrBr. Product: [NH2:11][C:9]1[S:10][C:5]2[CH:6]=[CH:7][C:2]([Br:1])=[CH:3][C:4]=2[N:8]=1. The catalyst class is: 22.